This data is from Reaction yield outcomes from USPTO patents with 853,638 reactions. The task is: Predict the reaction yield, written as a fraction of the theoretical maximum amount of product (1.0 means a 100% yield; for example, 0.34 means a 34% yield). (1) The reactants are [C:1]([OH:5])(=[O:4])[CH:2]=[CH2:3].S(=O)(=O)(O)O.[CH2:11]=[C:12]1[CH:19]2[CH2:20][CH:15]3[CH2:16][CH:17]([CH2:21][CH:13]1[CH2:14]3)[CH2:18]2.[OH-].[Na+]. The catalyst is C1(C)C=CC=CC=1. The product is [C:1]([O:5][C:12]1([CH3:11])[CH:13]2[CH2:21][CH:17]3[CH2:16][CH:15]([CH2:20][CH:19]1[CH2:18]3)[CH2:14]2)(=[O:4])[CH:2]=[CH2:3]. The yield is 0.915. (2) The reactants are [C:1]([C:4]1[CH:9]=[C:8]([F:10])[CH:7]=[CH:6][C:5]=1[S:11][C:12]1[C:20]([N+:21]([O-:23])=[O:22])=[CH:19][C:18]([Cl:24])=[CH:17][C:13]=1[C:14](O)=[O:15])(O)=[O:2]. The catalyst is O1CCCC1. The product is [Cl:24][C:18]1[CH:19]=[C:20]([N+:21]([O-:23])=[O:22])[C:12]([S:11][C:5]2[CH:6]=[CH:7][C:8]([F:10])=[CH:9][C:4]=2[CH2:1][OH:2])=[C:13]([CH2:14][OH:15])[CH:17]=1. The yield is 0.990.